Dataset: Reaction yield outcomes from USPTO patents with 853,638 reactions. Task: Predict the reaction yield, written as a fraction of the theoretical maximum amount of product (1.0 means a 100% yield; for example, 0.34 means a 34% yield). The reactants are [Br:1][C:2]1[CH:3]=[CH:4][C:5]([C:9]#[N:10])=[N:6][C:7]=1[CH3:8].O.[NH2:12][NH2:13]. The catalyst is C(O)C. The product is [Br:1][C:2]1[CH:3]=[CH:4][C:5]([C:9](=[N:12][NH2:13])[NH2:10])=[N:6][C:7]=1[CH3:8]. The yield is 0.930.